Dataset: Full USPTO retrosynthesis dataset with 1.9M reactions from patents (1976-2016). Task: Predict the reactants needed to synthesize the given product. (1) Given the product [Br:1][C:2]1[CH:3]=[CH:4][C:5]([C@@:8]2([C:14]([F:20])([F:19])[F:13])[CH2:9][CH2:10][CH2:11][NH:12]2)=[CH:6][CH:7]=1, predict the reactants needed to synthesize it. The reactants are: [Br:1][C:2]1[CH:7]=[CH:6][C:5]([C:8]2[CH2:9][CH2:10][CH2:11][N:12]=2)=[CH:4][CH:3]=1.[F:13][C:14]([F:20])([F:19])S(O)(=O)=O.F.[K].C[Si](C)(C)C(F)(F)F. (2) Given the product [F:1][C:2]1[C:3]([NH:10][C:11]2[C:16]([C:17]3[N:25]=[CH:24][N:23]=[C:22]4[C:18]=3[N:19]=[CH:20][N:21]4[CH:26]3[CH2:31][CH2:30][CH2:29][CH2:28][O:27]3)=[CH:15][CH:14]=[CH:13][N:12]=2)=[C:4]([F:9])[CH:5]=[CH:6][C:7]=1[NH:8][S:42]([C:40]1[CH:39]=[CH:38][C:36]2[N:37]=[C:33]([CH3:32])[S:34][C:35]=2[CH:41]=1)(=[O:43])=[O:44], predict the reactants needed to synthesize it. The reactants are: [F:1][C:2]1[C:7]([NH2:8])=[CH:6][CH:5]=[C:4]([F:9])[C:3]=1[NH:10][C:11]1[C:16]([C:17]2[N:25]=[CH:24][N:23]=[C:22]3[C:18]=2[N:19]=[CH:20][N:21]3[CH:26]2[CH2:31][CH2:30][CH2:29][CH2:28][O:27]2)=[CH:15][CH:14]=[CH:13][N:12]=1.[CH3:32][C:33]1[S:34][C:35]2[CH:41]=[C:40]([S:42](Cl)(=[O:44])=[O:43])[CH:39]=[CH:38][C:36]=2[N:37]=1.N1C=CC=CC=1.